From a dataset of Experimentally validated miRNA-target interactions with 360,000+ pairs, plus equal number of negative samples. Binary Classification. Given a miRNA mature sequence and a target amino acid sequence, predict their likelihood of interaction. (1) The miRNA is hsa-miR-6722-5p with sequence AGGCGCACCCGACCACAUGC. The protein sequence of the target gene is MKPLLETLYLLGMLVPGGLGYDRSLAQHRQEIVDKSVSPWSLETYSYNIYHPMGEIYEWMREISEKYKEVVTQHFLGVTYETHPMYYLKISQPSGNPKKIIWMDCGIHAREWIAPAFCQWFVKEILQNHKDNSSIRKLLRNLDFYVLPVLNIDGYIYTWTTDRLWRKSRSPHNNGTCFGTDLNRNFNASWCSIGASRNCQDQTFCGTGPVSEPETKAVASFIESKKDDILCFLTMHSYGQLILTPYGYTKNKSSNHPEMIQVGQKAANALKAKYGTNYRVGSSADILYASSGSSRDWARD.... Result: 0 (no interaction). (2) The miRNA is cel-miR-269 with sequence GGCAAGACUCUGGCAAAACU. The protein sequence of the target gene is MESPVELLAALPALVTALALLLAWLLLRRGAARVPAPESTASDEAPGAPAPPEPPESCAPEPAPEGPSQSERVAEPEESEAEEPAAEGRQDEDSDSEMGPPTEEPEEEDGAAFSFKYSPGQLRGSQYKKMMTKEELEEEHRVQKEQLAAIFKLMKDNKDTFGEMSDGDMQEQLRLYDM. Result: 0 (no interaction). (3) The miRNA is hsa-miR-5693 with sequence GCAGUGGCUCUGAAAUGAACUC. The protein sequence of the target gene is MLSGRLVLGLVSMAGRVCLCQGSAGSGAIGPVEAAIRTKLEEALSPEVLELRNESGGHAVPPGSETHFRVAVVSSRFEGLSPLQRHRLVHAALAEELGGPVHALAIQARTPAQWRENSQLDTSPPCLGGNKKTLGTP. Result: 0 (no interaction). (4) The miRNA is hsa-miR-665 with sequence ACCAGGAGGCUGAGGCCCCU. The protein sequence of the target gene is MRLISIAPGPRWQVQSHHPRSAGQNCTFQLHGPNGTVESPGFPYGYPNYANCTWTITAEEQHRIQLVFQSFALEEDFDVLSVFDGPPQPENLRTRLTGFQLPATIVSAATTLSLRLISDYAVSAQGFHATYEVLPSHTCGNPGRLPNGIQQGSTFNLGDKVRYSCNLGFFLEGHAVLTCHAGSENSATWDFPLPSCRADDACGGTLRGQSGIISSPHFPSEYHNNADCTWTILAELGDTIALVFIDFQLEDGYDFLEVTGTEGSSLWFTGASLPAPVISSKNWLRLHFTSDGNHRQRGFS.... Result: 0 (no interaction). (5) The miRNA is hsa-miR-191-5p with sequence CAACGGAAUCCCAAAAGCAGCUG. The protein sequence of the target gene is MAPKAAKGAKPEPAPAPPPPGAKPEEDKKDGKEPSDKPQKAVQDHKEPSDKPQKAVQPKHEVGTRRGCRRYRWELKDSNKEFWLLGHAEIKIRSLGCLIAAMILLSSLTVHPILRLIITMEISFFSFFILLYSFAIHRYIPFILWPISDLFNDLIACAFLVGAVVFAVRSRRSMNLHYLLAVILIGAAGVFAFIDVCLQRNHFRGKKAKKHMLVPPPGKEKGPQQGKGPEPAKPPEPGKPPGPAKGKK. Result: 0 (no interaction). (6) The protein sequence of the target gene is MAGYEYVSPEQLSGFDKYKYSALDTNPLSLYIMHPFWNTIVKVFPTWLAPNLITFSGFMLLVFNFLLLTYFDPDFYASAPGHKHVPDWVWIVVGILNFAAYTLDGVDGKQARRTNSSTPLGELFDHGLDSWSCVYFVVTVYSIFGRGPTGVSVFVLYLLLWVVLFSFILSHWEKYNTGVLFLPWGYDISQVTISFVYIVTAVVGVEAWYEPFLFNFLYRDLFTAMIIGCALCVTLPMSLLNFFRSYKSNTLKHKSVYEAMVPFFSPCLLFTLCTVWILWSPSDILEIHPRIFYFMVGTAF.... Result: 0 (no interaction). The miRNA is hsa-miR-6829-5p with sequence UGGGCUGCUGAGAAGGGGCA. (7) The miRNA is hsa-miR-378d with sequence ACUGGACUUGGAGUCAGAAA. The protein sequence of the target gene is MAEFLDDQETRLCDNCKKEIPVFNFTIHEIHCQRNIGMCPTCKEPFPKSDMETHMAAEHCQVTCKCNKKLEKRLLKKHEETECPLRLAVCQHCDLELSILKLKEHEDYCGARTELCGNCGRNVLVKDLKTHPEVCGREGEEKRNEVAIPPNAYDESWGQDGIWIASQLLRQIEALDPPMRLPRRPLRAFESDVFHNRTTNQRNITAQVSIQNNLFEEQERQERNRGQQPPKEGGEESANLDFMLALSLQNEGQASSVAEQDFWRAVCEADQSHGGPRSLSDIKGAADEIMLPCEFCEELY.... Result: 0 (no interaction).